This data is from Catalyst prediction with 721,799 reactions and 888 catalyst types from USPTO. The task is: Predict which catalyst facilitates the given reaction. (1) Product: [CH:1]1([CH2:4][C:5]2[CH:6]=[C:7]([CH3:42])[C:8]([NH:12][C:13]([NH:15][C:16]3[CH:21]=[C:20]([O:22][CH2:23][CH2:24][O:25][CH3:26])[CH:19]=[CH:18][C:17]=3[C:27]([NH:29][C@H:30]([C:38]([OH:40])=[O:39])[C@@H:31]([CH3:37])[O:32][C:33]([CH3:36])([CH3:35])[CH3:34])=[O:28])=[O:14])=[C:9]([CH3:11])[CH:10]=2)[CH2:3][CH2:2]1. The catalyst class is: 36. Reactant: [CH:1]1([CH2:4][C:5]2[CH:10]=[C:9]([CH3:11])[C:8]([NH:12][C:13]([NH:15][C:16]3[CH:21]=[C:20]([O:22][CH2:23][CH2:24][O:25][CH3:26])[CH:19]=[CH:18][C:17]=3[C:27]([NH:29][C@H:30]([C:38]([O:40]C)=[O:39])[C@@H:31]([CH3:37])[O:32][C:33]([CH3:36])([CH3:35])[CH3:34])=[O:28])=[O:14])=[C:7]([CH3:42])[CH:6]=2)[CH2:3][CH2:2]1.[Li+].[OH-].Cl.O. (2) Reactant: Cl[C:2]1[C:11]([CH:12]=[O:13])=[CH:10][C:9]2[C:4](=[CH:5][C:6]([O:15][CH3:16])=[C:7]([Cl:14])[CH:8]=2)[N:3]=1.[CH3:17][O-:18].[Na+]. Product: [Cl:14][C:7]1[CH:8]=[C:9]2[C:4](=[CH:5][C:6]=1[O:15][CH3:16])[N:3]=[C:2]([O:18][CH3:17])[C:11]([CH:12]=[O:13])=[CH:10]2. The catalyst class is: 92. (3) The catalyst class is: 6. Product: [CH3:3][O:8][CH2:9][C@H:10]([N:12]1[C:20](=[O:21])[C:19]2[C:14](=[CH:15][CH:16]=[CH:17][CH:18]=2)[C:13]1=[O:22])[CH3:11]. Reactant: [H-].[Na+].[CH3:3]N(C=O)C.[OH:8][CH2:9][C@H:10]([N:12]1[C:20](=[O:21])[C:19]2[C:14](=[CH:15][CH:16]=[CH:17][CH:18]=2)[C:13]1=[O:22])[CH3:11].IC. (4) Reactant: [N+](=[CH:3][Si](C)(C)C)=[N-].[F:8][C:9]1[CH:10]=[C:11]([NH:20][C:21]([C@@H:23]2[N:32]([C:33]([C@@H:35]3[CH2:38][C@H:37]([C:39]([OH:41])=[O:40])[CH2:36]3)=[O:34])[CH2:31][CH2:30][C:29]3[N:28]=[C:27]([O:42][CH3:43])[CH:26]=[CH:25][C:24]2=3)=[O:22])[CH:12]=[C:13]2[C:17]=1[C:16]([CH3:19])([CH3:18])[CH2:15][CH2:14]2.O.C(OCC)(=O)C. Product: [F:8][C:9]1[CH:10]=[C:11]([NH:20][C:21]([C@@H:23]2[N:32]([C:33]([C@@H:35]3[CH2:38][C@H:37]([C:39]([O:41][CH3:3])=[O:40])[CH2:36]3)=[O:34])[CH2:31][CH2:30][C:29]3[N:28]=[C:27]([O:42][CH3:43])[CH:26]=[CH:25][C:24]2=3)=[O:22])[CH:12]=[C:13]2[C:17]=1[C:16]([CH3:18])([CH3:19])[CH2:15][CH2:14]2. The catalyst class is: 36. (5) Reactant: C[O:2][C:3]([C:5]1[C:6]([C:14]2[CH:19]=[CH:18][C:17]([O:20][CH2:21][CH3:22])=[CH:16][CH:15]=2)=[N:7][N:8]2[C:13]=1[CH:12]=[CH:11][CH:10]=[N:9]2)=[O:4].[OH-].[Na+].Cl. Product: [CH2:21]([O:20][C:17]1[CH:18]=[CH:19][C:14]([C:6]2[C:5]([C:3]([OH:4])=[O:2])=[C:13]3[N:8]([N:9]=[CH:10][CH:11]=[CH:12]3)[N:7]=2)=[CH:15][CH:16]=1)[CH3:22]. The catalyst class is: 8. (6) Reactant: C(OC([N:8]([C:10]1[CH:15]=[CH:14][C:13]([O:16][C:17]2[CH:22]=[CH:21][C:20]([O:23][CH:24]3[CH:29]4[CH2:30][CH2:31][N:26]([CH2:27][CH2:28]4)[CH2:25]3)=[CH:19][CH:18]=2)=[CH:12][CH:11]=1)[NH2:9])=O)(C)(C)C.[ClH:32]. Product: [ClH:32].[ClH:32].[N:26]12[CH2:31][CH2:30][CH:29]([CH2:28][CH2:27]1)[CH:24]([O:23][C:20]1[CH:19]=[CH:18][C:17]([O:16][C:13]3[CH:14]=[CH:15][C:10]([NH:8][NH2:9])=[CH:11][CH:12]=3)=[CH:22][CH:21]=1)[CH2:25]2. The catalyst class is: 25. (7) Product: [CH2:1]([C:3]1[CH:4]=[C:5]([C:9]2[C:14]([F:15])=[CH:13][CH:12]=[CH:11][C:10]=2[C:16]([OH:31])([C@@H:25]2[CH2:30][CH2:29][CH2:28][N:27]([C:35](=[O:36])[CH2:34][CH:33]([OH:32])[CH2:38][N:39]([CH3:52])[S:40]([C:43]3[CH:48]=[CH:47][CH:46]=[CH:45][C:44]=3[N+:49]([O-:51])=[O:50])(=[O:41])=[O:42])[CH2:26]2)[CH2:17][CH2:18][CH2:19][NH:20][C:21](=[O:24])[O:22][CH3:23])[CH:6]=[CH:7][CH:8]=1)[CH3:2]. The catalyst class is: 3. Reactant: [CH2:1]([C:3]1[CH:4]=[C:5]([C:9]2[C:14]([F:15])=[CH:13][CH:12]=[CH:11][C:10]=2[C:16]([OH:31])([C@@H:25]2[CH2:30][CH2:29][CH2:28][NH:27][CH2:26]2)[CH2:17][CH2:18][CH2:19][NH:20][C:21](=[O:24])[O:22][CH3:23])[CH:6]=[CH:7][CH:8]=1)[CH3:2].[OH:32][CH:33]([CH2:38][N:39]([CH3:52])[S:40]([C:43]1[CH:48]=[CH:47][CH:46]=[CH:45][C:44]=1[N+:49]([O-:51])=[O:50])(=[O:42])=[O:41])[CH2:34][C:35]([O-])=[O:36].[Li+].CCN(C(C)C)C(C)C.CN(C(ON1N=NC2C=CC=CC1=2)=[N+](C)C)C.F[P-](F)(F)(F)(F)F. (8) Reactant: [Cl:1][C:2]1[CH:7]=[CH:6][CH:5]=[C:4]([Cl:8])[C:3]=1[C:9]1[C:13]([CH2:14]O)=[C:12]([C:16]([OH:19])([CH3:18])[CH3:17])[O:11][N:10]=1.O=S(Cl)[Cl:22]. The catalyst class is: 2. Product: [Cl:22][CH2:14][C:13]1[C:9]([C:3]2[C:2]([Cl:1])=[CH:7][CH:6]=[CH:5][C:4]=2[Cl:8])=[N:10][O:11][C:12]=1[C:16]([OH:19])([CH3:18])[CH3:17]. (9) Reactant: Cl.[CH3:2][O:3][C:4]1[CH:27]=[C:26]([C:28]([F:31])([F:30])[F:29])[CH:25]=[C:24]([C:32]([F:35])([F:34])[F:33])[C:5]=1[C:6]([NH:8][CH:9]([C:18]1[CH:23]=[CH:22][CH:21]=[CH:20][CH:19]=1)[C:10]([CH3:17])([N:12]1[CH2:16][CH2:15][CH2:14][CH2:13]1)[CH3:11])=[O:7].C([O-])(O)=O.[Na+]. Product: [CH3:2][O:3][C:4]1[CH:27]=[C:26]([C:28]([F:29])([F:30])[F:31])[CH:25]=[C:24]([C:32]([F:34])([F:35])[F:33])[C:5]=1[C:6]([NH:8][CH:9]([C:18]1[CH:23]=[CH:22][CH:21]=[CH:20][CH:19]=1)[C:10]([CH3:17])([N:12]1[CH2:16][CH2:15][CH2:14][CH2:13]1)[CH3:11])=[O:7]. The catalyst class is: 25. (10) Reactant: [C:1]([NH2:4])(=[S:3])[CH3:2].CN(C=O)C.Cl[CH2:11][C:12]([C:14]1[CH:15]=[C:16]2[C:20](=[CH:21][CH:22]=1)[NH:19][C:18](=[O:23])[C:17]2=[C:24]1[CH:33]=[CH:32][C:31]2[C:26](=[CH:27][CH:28]=[CH:29][CH:30]=2)[NH:25]1)=O. Product: [CH3:2][C:1]1[S:3][CH:11]=[C:12]([C:14]2[CH:15]=[C:16]3[C:20](=[CH:21][CH:22]=2)[NH:19][C:18](=[O:23])[C:17]3=[C:24]2[CH:33]=[CH:32][C:31]3[C:26](=[CH:27][CH:28]=[CH:29][CH:30]=3)[NH:25]2)[N:4]=1. The catalyst class is: 6.